This data is from NCI-60 drug combinations with 297,098 pairs across 59 cell lines. The task is: Regression. Given two drug SMILES strings and cell line genomic features, predict the synergy score measuring deviation from expected non-interaction effect. (1) Synergy scores: CSS=17.5, Synergy_ZIP=2.03, Synergy_Bliss=4.51, Synergy_Loewe=1.50, Synergy_HSA=1.69. Drug 2: COCCOC1=C(C=C2C(=C1)C(=NC=N2)NC3=CC=CC(=C3)C#C)OCCOC.Cl. Cell line: K-562. Drug 1: CC12CCC3C(C1CCC2=O)CC(=C)C4=CC(=O)C=CC34C. (2) Drug 1: CNC(=O)C1=CC=CC=C1SC2=CC3=C(C=C2)C(=NN3)C=CC4=CC=CC=N4. Drug 2: CN(CCCl)CCCl.Cl. Cell line: HCT116. Synergy scores: CSS=21.5, Synergy_ZIP=-6.64, Synergy_Bliss=-2.67, Synergy_Loewe=-3.05, Synergy_HSA=-2.91.